This data is from NCI-60 drug combinations with 297,098 pairs across 59 cell lines. The task is: Regression. Given two drug SMILES strings and cell line genomic features, predict the synergy score measuring deviation from expected non-interaction effect. (1) Drug 1: C1=C(C(=O)NC(=O)N1)F. Drug 2: COC1=C2C(=CC3=C1OC=C3)C=CC(=O)O2. Cell line: A498. Synergy scores: CSS=40.7, Synergy_ZIP=-5.16, Synergy_Bliss=-11.4, Synergy_Loewe=-15.4, Synergy_HSA=-13.2. (2) Drug 1: C1CCN(CC1)CCOC2=CC=C(C=C2)C(=O)C3=C(SC4=C3C=CC(=C4)O)C5=CC=C(C=C5)O. Drug 2: CC1CCC2CC(C(=CC=CC=CC(CC(C(=O)C(C(C(=CC(C(=O)CC(OC(=O)C3CCCCN3C(=O)C(=O)C1(O2)O)C(C)CC4CCC(C(C4)OC)OCCO)C)C)O)OC)C)C)C)OC. Cell line: HOP-92. Synergy scores: CSS=14.9, Synergy_ZIP=-1.88, Synergy_Bliss=1.23, Synergy_Loewe=-36.5, Synergy_HSA=0.549.